This data is from TCR-epitope binding with 47,182 pairs between 192 epitopes and 23,139 TCRs. The task is: Binary Classification. Given a T-cell receptor sequence (or CDR3 region) and an epitope sequence, predict whether binding occurs between them. (1) The epitope is IVTDFSVIK. The TCR CDR3 sequence is CASQSGFSGANVLTF. Result: 0 (the TCR does not bind to the epitope). (2) The epitope is PKYVKQNTLKLAT. The TCR CDR3 sequence is CASSYDPSPTYEQYF. Result: 1 (the TCR binds to the epitope). (3) The epitope is RLQSLQTYV. The TCR CDR3 sequence is CASSPSGRATLMRDEQYF. Result: 0 (the TCR does not bind to the epitope). (4) The epitope is YLQPRTFLL. The TCR CDR3 sequence is CASSLVSGGETQYF. Result: 0 (the TCR does not bind to the epitope). (5) The epitope is FLPRVFSAV. The TCR CDR3 sequence is CASSVGQGVTYEQYF. Result: 0 (the TCR does not bind to the epitope).